From a dataset of Full USPTO retrosynthesis dataset with 1.9M reactions from patents (1976-2016). Predict the reactants needed to synthesize the given product. Given the product [F:1][C:2]1[CH:10]=[C:9]2[C:5]([C:6]([C:11]([OH:35])=[O:12])=[CH:7][NH:8]2)=[CH:4][C:3]=1[C:13]1[CH:14]=[CH:15][C:16]([C:19]2[CH:24]=[CH:23][CH:22]=[CH:21][C:20]=2[OH:25])=[CH:17][CH:18]=1, predict the reactants needed to synthesize it. The reactants are: [F:1][C:2]1[CH:10]=[C:9]2[C:5]([C:6]([CH:11]=[O:12])=[CH:7][NH:8]2)=[CH:4][C:3]=1[C:13]1[CH:18]=[CH:17][C:16]([C:19]2[CH:24]=[CH:23][CH:22]=[CH:21][C:20]=2[OH:25])=[CH:15][CH:14]=1.C(#N)C.CC(=CC)C.Cl([O-])=[O:35].[Na+].